Dataset: Retrosynthesis with 50K atom-mapped reactions and 10 reaction types from USPTO. Task: Predict the reactants needed to synthesize the given product. (1) The reactants are: C#CCCCC1CCCCC1.C[C@@H]1COC(=O)N1CCc1ccc(Br)s1. Given the product C[C@@H]1COC(=O)N1CCc1ccc(C#CCCCC2CCCCC2)s1, predict the reactants needed to synthesize it. (2) The reactants are: COC(=O)c1cnc(OC)nc1. Given the product COc1ncc(C(=O)O)cn1, predict the reactants needed to synthesize it. (3) Given the product CC(C)(C)OC(=O)N[C@@H](CC(=O)O)Cc1cc(F)c(F)cc1F, predict the reactants needed to synthesize it. The reactants are: CC(C)(C)OC(=O)N[C@@H](CC(=O)OCc1ccccc1)Cc1cc(F)c(F)cc1F. (4) The reactants are: COC(=O)c1cc2c([nH]1)C(CCc1cccc3ccccc13)CC2. Given the product O=C(O)c1cc2c([nH]1)C(CCc1cccc3ccccc13)CC2, predict the reactants needed to synthesize it. (5) The reactants are: COC(=O)c1ccc(NC(=O)[C@@H]2N[C@@H](CC(C)(C)C)[C@@]3(C(=O)Nc4cc(Cl)ccc43)[C@H]2c2cccc(Cl)c2F)cc1. Given the product CC(C)(C)C[C@@H]1N[C@@H](C(=O)Nc2ccc(C(=O)O)cc2)[C@H](c2cccc(Cl)c2F)[C@]12C(=O)Nc1cc(Cl)ccc12, predict the reactants needed to synthesize it. (6) Given the product Cc1ccc(S(=O)(=O)Nc2ccc(Oc3cccc(NC(=O)c4cc(C)nn4C)c3)cn2)cc1, predict the reactants needed to synthesize it. The reactants are: Cc1cc(C(=O)Nc2cccc(Oc3ccc(N)nc3)c2)n(C)n1.Cc1ccc(S(=O)(=O)Cl)cc1. (7) Given the product CCOc1cc(-c2cnc[nH]c2=O)ccc1NC(=O)Nc1ccccc1C, predict the reactants needed to synthesize it. The reactants are: CCOc1cc(-c2cnc[nH]c2=O)ccc1N.Cc1ccccc1N=C=O.